From a dataset of Forward reaction prediction with 1.9M reactions from USPTO patents (1976-2016). Predict the product of the given reaction. The product is: [CH:13]1([C:8]2[CH:9]=[CH:10][CH:11]=[CH:12][C:7]=2[B:21]([OH:22])[OH:20])[CH2:18][CH2:17][CH2:16][CH2:15][CH2:14]1. Given the reactants C([Li])CCC.Br[C:7]1[CH:12]=[CH:11][CH:10]=[CH:9][C:8]=1[CH:13]1[CH2:18][CH2:17][CH2:16][CH2:15][CH2:14]1.C[O:20][B:21](OC)[O:22]C.Cl, predict the reaction product.